Predict the reaction yield, written as a fraction of the theoretical maximum amount of product (1.0 means a 100% yield; for example, 0.34 means a 34% yield). From a dataset of Reaction yield outcomes from USPTO patents with 853,638 reactions. The reactants are [O:1]1[C:5]2[CH:6]=[CH:7][C:8]([CH2:10][C:11]#N)=[CH:9][C:4]=2[O:3][CH2:2]1.Br[CH2:14][CH2:15]Cl.[OH-:17].[Na+].[OH2:19]. The catalyst is [Cl-].C([N+](CC)(CC)CC)C1C=CC=CC=1. The product is [O:1]1[C:5]2[CH:6]=[CH:7][C:8]([C:10]3([C:11]([OH:19])=[O:17])[CH2:15][CH2:14]3)=[CH:9][C:4]=2[O:3][CH2:2]1. The yield is 0.800.